This data is from Forward reaction prediction with 1.9M reactions from USPTO patents (1976-2016). The task is: Predict the product of the given reaction. (1) Given the reactants C[N:2]([CH:4]=O)C.[Cl:6][C:7]1[CH:8]=[CH:9][C:10]2[C:23]3[N:22]=[C:21]([C:24]4[C:29](Br)=[CH:28][CH:27]=[CH:26][C:25]=4Br)[NH:20][C:19]=3[C:18]3[C:13](=[CH:14][CH:15]=[CH:16][CH:17]=3)[C:11]=2[CH:12]=1.[C:32]([Cu])#[N:33].[OH-].[NH4+], predict the reaction product. The product is: [Cl:6][C:7]1[CH:8]=[CH:9][C:10]2[C:23]3[N:22]=[C:21]([C:24]4[C:29]([C:4]#[N:2])=[CH:28][CH:27]=[CH:26][C:25]=4[C:32]#[N:33])[NH:20][C:19]=3[C:18]3[C:13](=[CH:14][CH:15]=[CH:16][CH:17]=3)[C:11]=2[CH:12]=1. (2) Given the reactants Cl[C:2]1[CH:7]=[C:6]([N:8]2[CH2:13][CH2:12][N:11]([CH3:14])[CH2:10][CH2:9]2)[N:5]=[C:4]([NH2:15])[N:3]=1.[CH:16]1([NH2:22])[CH2:21][CH2:20][CH2:19][CH2:18][CH2:17]1, predict the reaction product. The product is: [CH:16]1([NH:22][C:2]2[CH:7]=[C:6]([N:8]3[CH2:13][CH2:12][N:11]([CH3:14])[CH2:10][CH2:9]3)[N:5]=[C:4]([NH2:15])[N:3]=2)[CH2:21][CH2:20][CH2:19][CH2:18][CH2:17]1. (3) Given the reactants [Cl:1][C:2]1[CH:3]=[CH:4][C:5]([O:28][CH2:29][CH:30]([CH3:32])[CH3:31])=[C:6]([CH2:8][N:9]2[C:13]([CH3:14])=[CH:12][C:11]([NH:15][C:16](C3C=NC4C(C=3)=CC=CC=4)=[O:17])=[N:10]2)[CH:7]=1.[CH3:33][C:34]([O:37][C:38]([N:40]1[CH2:46][CH2:45][C:44]2[CH:47]=[CH:48][C:49](C(O)=O)=[CH:50][C:43]=2[CH2:42][CH2:41]1)=[O:39])([CH3:36])[CH3:35], predict the reaction product. The product is: [Cl:1][C:2]1[CH:3]=[CH:4][C:5]([O:28][CH2:29][CH:30]([CH3:31])[CH3:32])=[C:6]([CH2:8][N:9]2[C:13]([CH3:14])=[CH:12][C:11]([NH:15][C:16]([C:48]3[CH:49]=[CH:50][C:43]4[CH2:42][CH2:41][N:40]([C:38]([O:37][C:34]([CH3:33])([CH3:35])[CH3:36])=[O:39])[CH2:46][CH2:45][C:44]=4[CH:47]=3)=[O:17])=[N:10]2)[CH:7]=1. (4) Given the reactants Cl[C:2]1[N:3]([CH2:10][C:11]([OH:24])([CH3:23])[CH2:12][N:13]2[C:17]3[CH:18]=[CH:19][CH:20]=[CH:21][C:16]=3[O:15][C:14]2=[O:22])[CH:4]=[C:5]([N+:7]([O-:9])=[O:8])[N:6]=1.[H-].[Na+].O1CCOCC1, predict the reaction product. The product is: [CH3:23][C:11]1([CH2:12][N:13]2[C:17]3[CH:18]=[CH:19][CH:20]=[CH:21][C:16]=3[O:15][C:14]2=[O:22])[O:24][C:2]2=[N:6][C:5]([N+:7]([O-:9])=[O:8])=[CH:4][N:3]2[CH2:10]1. (5) Given the reactants [NH2:1][C:2]1[C:7]([CH:8]=O)=[CH:6][N:5]=[CH:4][CH:3]=1.[CH3:10][O:11][C:12]1[CH:17]=[CH:16][CH:15]=[C:14]([F:18])[C:13]=1[CH2:19][CH2:20][C:21]#[N:22], predict the reaction product. The product is: [F:18][C:14]1[CH:15]=[CH:16][CH:17]=[C:12]([O:11][CH3:10])[C:13]=1[CH2:19][C:20]1[C:21]([NH2:22])=[N:1][C:2]2[C:7]([CH:8]=1)=[CH:6][N:5]=[CH:4][CH:3]=2. (6) Given the reactants [OH:1][C@H:2]1[C@H:21]([CH2:22][CH2:23][C@@H:24]([OH:30])[CH2:25][CH2:26][CH2:27][CH2:28][CH3:29])[C@H:5]2[CH2:6][C:7]3[C:12]([CH2:13][C@H:4]2[CH2:3]1)=[C:11]([O:14][CH2:15][C:16]([O:18]CC)=[O:17])[CH:10]=[CH:9][CH:8]=3.[OH-].[Na+].Cl.O, predict the reaction product. The product is: [CH3:29][CH2:28][CH2:27][CH2:26][CH2:25][C@H:24]([OH:30])[CH2:23][CH2:22][C@H:21]1[C@H:2]([OH:1])[CH2:3][C@H:4]2[C@@H:5]1[CH2:6][C:7]1[C:12]([CH2:13]2)=[C:11]([O:14][CH2:15][C:16]([OH:18])=[O:17])[CH:10]=[CH:9][CH:8]=1. (7) Given the reactants Cl.[NH2:2][CH2:3][CH2:4][NH:5][C:6](=[O:19])[C:7]1[CH:12]=[CH:11][C:10]([O:13][CH2:14][C:15]([F:18])([F:17])[F:16])=[N:9][CH:8]=1.C(N(CC)CC)C.[C:27]([N:35]1[C:43]2[C:38](=[CH:39][CH:40]=[CH:41][CH:42]=2)[C:37]([C:44](Cl)=[O:45])=[CH:36]1)(=[O:34])[C:28]1[CH:33]=[CH:32][CH:31]=[CH:30][CH:29]=1, predict the reaction product. The product is: [C:27]([N:35]1[C:43]2[C:38](=[CH:39][CH:40]=[CH:41][CH:42]=2)[C:37]([C:44]([NH:2][CH2:3][CH2:4][NH:5][C:6](=[O:19])[C:7]2[CH:12]=[CH:11][C:10]([O:13][CH2:14][C:15]([F:16])([F:17])[F:18])=[N:9][CH:8]=2)=[O:45])=[CH:36]1)(=[O:34])[C:28]1[CH:29]=[CH:30][CH:31]=[CH:32][CH:33]=1.